Dataset: Catalyst prediction with 721,799 reactions and 888 catalyst types from USPTO. Task: Predict which catalyst facilitates the given reaction. Product: [CH2:3]([O:5][C:6]([C:8]1[C:9](=[O:25])[C:10]2[CH:15]=[N:14][C:13]([S:16][CH3:17])=[N:12][C:11]=2[N:18]([CH:20]2[CH2:21][CH2:22][CH2:23][CH2:24]2)[CH:19]=1)=[O:7])[CH3:4]. Reactant: BrBr.[CH2:3]([O:5][C:6]([CH:8]1[CH2:19][N:18]([CH:20]2[CH2:24][CH2:23][CH2:22][CH2:21]2)[C:11]2[N:12]=[C:13]([S:16][CH3:17])[N:14]=[CH:15][C:10]=2[C:9]1=[O:25])=[O:7])[CH3:4].C(N(CC)CC)C. The catalyst class is: 2.